Dataset: Full USPTO retrosynthesis dataset with 1.9M reactions from patents (1976-2016). Task: Predict the reactants needed to synthesize the given product. (1) The reactants are: Cl[C:2]1[C:3]2[CH:10]=[C:9]([C:11]([O:13][CH2:14][CH3:15])=[O:12])[NH:8][C:4]=2[N:5]=[CH:6][N:7]=1.[CH3:16][O:17][C:18]1[CH:26]=[C:25]2[C:21]([CH:22]=[N:23][NH:24]2)=[CH:20][C:19]=1[NH2:27]. Given the product [CH3:16][O:17][C:18]1[CH:26]=[C:25]2[C:21]([CH:22]=[N:23][NH:24]2)=[CH:20][C:19]=1[NH:27][C:2]1[C:3]2[CH:10]=[C:9]([C:11]([O:13][CH2:14][CH3:15])=[O:12])[NH:8][C:4]=2[N:5]=[CH:6][N:7]=1, predict the reactants needed to synthesize it. (2) The reactants are: [CH2:1]([Mg]Br)[CH2:2][CH2:3][CH2:4][CH2:5][CH2:6][CH2:7][CH2:8][CH2:9][CH3:10].C([Cu])#N.[O-:16]S(C(F)(F)F)(=O)=O.C([Mg])CCCCCCC[CH2:32][CH3:33].[CH3:35][CH2:36][O:37][CH2:38][CH3:39]. Given the product [CH3:10]/[C:9](/[CH2:8][CH2:7][CH2:6][CH2:5][CH2:4][CH2:3][CH2:2][CH2:1][CH2:32][CH3:33])=[CH:35]\[C:36]([O:37][CH2:38][CH3:39])=[O:16], predict the reactants needed to synthesize it. (3) Given the product [Cl:1][C:2]1[N:7]=[C:6]([Cl:8])[C:5]([CH2:9][O:14][C:13]2[CH:12]=[C:19]([CH:20]([CH3:21])[CH3:22])[CH:18]=[CH:17][C:15]=2[CH3:16])=[C:4]([CH3:11])[N:3]=1, predict the reactants needed to synthesize it. The reactants are: [Cl:1][C:2]1[N:7]=[C:6]([Cl:8])[C:5]([CH2:9]Cl)=[C:4]([CH3:11])[N:3]=1.[CH:12]1[C:19]([CH:20]([CH3:22])[CH3:21])=[CH:18][CH:17]=[C:15]([CH3:16])[C:13]=1[OH:14].CC([O-])(C)C.[K+]. (4) Given the product [CH2:23]([O:15][C:13]([CH:12]1[CH:10]2[CH2:18][CH2:17][CH2:21][CH:11]2[C:3]2[C:2]([Cl:1])=[CH:8][C:7]([Cl:9])=[CH:6][C:4]=2[NH:5]1)=[O:14])[CH3:24], predict the reactants needed to synthesize it. The reactants are: [Cl:1][C:2]1[CH:3]=[C:4]([CH:6]=[C:7]([Cl:9])[CH:8]=1)[NH2:5].[CH2:10]([C:12](=O)[C:13]([O-:15])=[O:14])[CH3:11].[CH:17]1[CH2:21]CC[CH:18]=1.F[C:23](F)(F)[C:24](O)=O. (5) Given the product [CH2:31]([O:30][C:28](=[O:29])[CH2:27][S:20][C:16]1[NH:17][C:18]2[C:14]([N:15]=1)=[CH:13][N:12]=[C:11]([N:8]1[CH2:9][CH2:10][CH:5]([O:4][C:3]3[CH:21]=[C:22]([F:25])[CH:23]=[CH:24][C:2]=3[Br:1])[CH2:6][CH2:7]1)[N:19]=2)[CH3:32], predict the reactants needed to synthesize it. The reactants are: [Br:1][C:2]1[CH:24]=[CH:23][C:22]([F:25])=[CH:21][C:3]=1[O:4][CH:5]1[CH2:10][CH2:9][N:8]([C:11]2[N:19]=[C:18]3[C:14]([N:15]=[C:16]([SH:20])[NH:17]3)=[CH:13][N:12]=2)[CH2:7][CH2:6]1.Br[CH2:27][C:28]([O:30][CH2:31][CH3:32])=[O:29].C(N(CC)CC)C. (6) Given the product [CH3:28][C@H:27]1[N:22]([C:15]2[C:16]3[C:21](=[CH:20][CH:19]=[CH:18][CH:17]=3)[N:12]=[CH:13][N:14]=2)[C@@H:23]([CH3:32])[CH2:24][N:25]([CH2:29][C:4]([NH:5][C:6]2[CH:7]=[C:8]([O:42][CH:41]3[CH2:50][CH2:48][NH:47][CH2:51][CH2:52]3)[CH:9]=[CH:10][C:11]=2[CH3:2])=[O:59])[CH2:26]1, predict the reactants needed to synthesize it. The reactants are: Cl[C:2]1[C:11]2[C:6](=[CH:7][CH:8]=[CH:9][CH:10]=2)[N:5]=[CH:4]N=1.[N:12]1[C:21]2[C:16](=[CH:17][CH:18]=[CH:19][CH:20]=2)[C:15]([N:22]2[CH:27]([CH3:28])[CH2:26][N:25]([C:29](O)=O)[CH2:24][CH:23]2[CH3:32])=[N:14][CH:13]=1.CC1NC(C)CN([C:41]([O-])=[O:42])C1.C([N:47]([CH2:51][CH3:52])[CH:48]([CH3:50])C)(C)C.CN1CCCC1=[O:59].